This data is from Full USPTO retrosynthesis dataset with 1.9M reactions from patents (1976-2016). The task is: Predict the reactants needed to synthesize the given product. (1) Given the product [N:17]1([C:7]2([C:3]3[S:2][CH:6]=[CH:5][CH:4]=3)[CH2:16][CH2:15][C:10](=[O:11])[CH2:9][CH2:8]2)[CH2:18][CH2:19][CH2:20]1, predict the reactants needed to synthesize it. The reactants are: Cl.[S:2]1[CH:6]=[CH:5][CH:4]=[C:3]1[C:7]1([N:17]2[CH2:20][CH2:19][CH2:18]2)[CH2:16][CH2:15][C:10]2(OCC[O:11]2)[CH2:9][CH2:8]1.CCOC(C)=O.CCCCCC. (2) Given the product [CH3:1][C:2]1[N:7]=[C:6]([N:8]2[CH2:9][CH2:10][C:11](=[CH:14][C:15]3[CH:19]=[C:18]([C:20]4[S:21][CH:22]=[CH:23][CH:24]=4)[NH:17][N:16]=3)[CH2:12][CH2:13]2)[C:5]([N+:34]([O-:36])=[O:35])=[CH:4][CH:3]=1, predict the reactants needed to synthesize it. The reactants are: [CH3:1][C:2]1[N:7]=[C:6]([N:8]2[CH2:13][CH2:12][C:11](=[CH:14][C:15]3[CH:19]=[C:18]([C:20]4[S:21][CH:22]=[CH:23][CH:24]=4)[N:17](CC4C=CC(OC)=CC=4)[N:16]=3)[CH2:10][CH2:9]2)[C:5]([N+:34]([O-:36])=[O:35])=[CH:4][CH:3]=1. (3) Given the product [Br:1][C:8]1[C:7]([CH3:10])=[CH:6][C:5]([O:11][CH3:12])=[C:4]([CH3:3])[CH:9]=1, predict the reactants needed to synthesize it. The reactants are: [Br:1]Br.[CH3:3][C:4]1[CH:9]=[CH:8][C:7]([CH3:10])=[CH:6][C:5]=1[O:11][CH3:12]. (4) Given the product [O-:10][C:8]([C:7]([F:12])([F:11])[F:6])=[O:9].[NH+:1]1[NH:2][CH:3]=[N:4][CH:5]=1, predict the reactants needed to synthesize it. The reactants are: [NH:1]1[CH:5]=[N:4][CH:3]=[N:2]1.[F:6][C:7]([F:12])([F:11])[C:8]([OH:10])=[O:9]. (5) Given the product [I:1][C:2]1[CH:3]=[C:4]([C:8]2[N:13]=[C:12]([C:14]([NH2:23])=[O:15])[CH:11]=[C:10]([O:17][CH:18]3[CH2:21][O:20][CH2:19]3)[N:9]=2)[CH:5]=[CH:6][CH:7]=1, predict the reactants needed to synthesize it. The reactants are: [I:1][C:2]1[CH:3]=[C:4]([C:8]2[N:13]=[C:12]([C:14](O)=[O:15])[CH:11]=[C:10]([O:17][CH:18]3[CH2:21][O:20][CH2:19]3)[N:9]=2)[CH:5]=[CH:6][CH:7]=1.[Cl-].[NH4+:23]. (6) Given the product [NH2:38][CH2:39][C:21]([NH:1][C@H:2]([C:7]([NH:9][C@H:10]([C:18]([NH2:20])=[O:19])[CH2:11][C:12]1[CH:13]=[CH:14][CH:15]=[CH:16][CH:17]=1)=[O:8])[CH2:3][C:4](=[O:6])[OH:5])=[O:23].[NH2:1][C@H:2]([C:7]([OH:8])=[O:48])[CH2:3][C:4](=[O:6])[OH:5], predict the reactants needed to synthesize it. The reactants are: [NH:1]([C:21]([O:23]CC1C2C(=CC=CC=2)C2C1=CC=CC=2)=O)[C@H:2]([C:7]([NH:9][C@H:10]([C:18]([NH2:20])=[O:19])[CH2:11][C:12]1[CH:17]=[CH:16][CH:15]=[CH:14][CH:13]=1)=[O:8])[CH2:3][C:4](=[O:6])[OH:5].[NH2:38][C@H:39](C(O)=[O:48])CC1C=CC=CC=1. (7) The reactants are: Br[C:2]1[CH:7]=[CH:6][C:5]([CH:8]2[N:12]([C:13]3[CH:18]=[CH:17][C:16]([F:19])=[CH:15][C:14]=3[F:20])[N:11]=[C:10]([C:21]([C:27]([F:30])([F:29])[F:28])([C:23]([F:26])([F:25])[F:24])[OH:22])[CH2:9]2)=[CH:4][CH:3]=1.[C:31]([N:38]1[CH2:44][CH2:43][CH2:42][NH:41][CH2:40][CH2:39]1)([O:33][C:34]([CH3:37])([CH3:36])[CH3:35])=[O:32].C1C=CC(P(C2C(C3C(P(C4C=CC=CC=4)C4C=CC=CC=4)=CC=C4C=3C=CC=C4)=C3C(C=CC=C3)=CC=2)C2C=CC=CC=2)=CC=1.CC(C)([O-])C.[Na+]. Given the product [F:20][C:14]1[CH:15]=[C:16]([F:19])[CH:17]=[CH:18][C:13]=1[N:12]1[CH:8]([C:5]2[CH:6]=[CH:7][C:2]([N:41]3[CH2:42][CH2:43][CH2:44][N:38]([C:31]([O:33][C:34]([CH3:37])([CH3:36])[CH3:35])=[O:32])[CH2:39][CH2:40]3)=[CH:3][CH:4]=2)[CH2:9][C:10]([C:21]([C:27]([F:30])([F:29])[F:28])([C:23]([F:24])([F:26])[F:25])[OH:22])=[N:11]1, predict the reactants needed to synthesize it. (8) Given the product [NH2:1][C:4]1[CH:12]=[C:11]2[C:7]([CH:8]=[C:9]([C:20]([O:22][CH2:23][CH3:24])=[O:21])[N:10]2[C:13]([O:15][C:16]([CH3:19])([CH3:18])[CH3:17])=[O:14])=[CH:6][CH:5]=1, predict the reactants needed to synthesize it. The reactants are: [N+:1]([C:4]1[CH:12]=[C:11]2[C:7]([CH:8]=[C:9]([C:20]([O:22][CH2:23][CH3:24])=[O:21])[N:10]2[C:13]([O:15][C:16]([CH3:19])([CH3:18])[CH3:17])=[O:14])=[CH:6][CH:5]=1)([O-])=O. (9) Given the product [CH3:1][O:2][C:3]1[CH:4]=[C:5]2[C:9](=[CH:10][CH:11]=1)[N:8]([CH3:12])[CH:7]=[C:6]2[C:13]1[N:31]([CH2:32][O:33][CH2:34][CH2:35][Si:36]([CH3:38])([CH3:37])[CH3:39])[C:16]2[N:17]=[CH:18][C:19]3[N:20]([CH:23]=[N:22][CH:21]=3)[C:15]=2[CH:14]=1, predict the reactants needed to synthesize it. The reactants are: [CH3:1][O:2][C:3]1[CH:4]=[C:5]2[C:9](=[CH:10][CH:11]=1)[N:8]([CH3:12])[CH:7]=[C:6]2[C:13]1[N:31]([CH2:32][O:33][CH2:34][CH2:35][Si:36]([CH3:39])([CH3:38])[CH3:37])[C:16]2=[N:17][CH:18]=[C:19]([CH2:21][NH:22][C:23](=O)C3C=CC=CC=3)[N:20]=[C:15]2[CH:14]=1.COC1C=CC(P2(SP(C3C=CC(OC)=CC=3)(=S)S2)=S)=CC=1.